From a dataset of NCI-60 drug combinations with 297,098 pairs across 59 cell lines. Regression. Given two drug SMILES strings and cell line genomic features, predict the synergy score measuring deviation from expected non-interaction effect. (1) Drug 1: CC(CN1CC(=O)NC(=O)C1)N2CC(=O)NC(=O)C2. Drug 2: CC1=C(N=C(N=C1N)C(CC(=O)N)NCC(C(=O)N)N)C(=O)NC(C(C2=CN=CN2)OC3C(C(C(C(O3)CO)O)O)OC4C(C(C(C(O4)CO)O)OC(=O)N)O)C(=O)NC(C)C(C(C)C(=O)NC(C(C)O)C(=O)NCCC5=NC(=CS5)C6=NC(=CS6)C(=O)NCCC[S+](C)C)O. Cell line: ACHN. Synergy scores: CSS=62.7, Synergy_ZIP=-6.41, Synergy_Bliss=-3.59, Synergy_Loewe=1.78, Synergy_HSA=3.97. (2) Drug 1: C1CC(=O)NC(=O)C1N2CC3=C(C2=O)C=CC=C3N. Drug 2: CC1C(C(CC(O1)OC2CC(OC(C2O)C)OC3=CC4=CC5=C(C(=O)C(C(C5)C(C(=O)C(C(C)O)O)OC)OC6CC(C(C(O6)C)O)OC7CC(C(C(O7)C)O)OC8CC(C(C(O8)C)O)(C)O)C(=C4C(=C3C)O)O)O)O. Cell line: IGROV1. Synergy scores: CSS=12.5, Synergy_ZIP=-2.31, Synergy_Bliss=5.49, Synergy_Loewe=6.43, Synergy_HSA=6.45. (3) Drug 1: C1CCC(C1)C(CC#N)N2C=C(C=N2)C3=C4C=CNC4=NC=N3. Drug 2: CN(CC1=CN=C2C(=N1)C(=NC(=N2)N)N)C3=CC=C(C=C3)C(=O)NC(CCC(=O)O)C(=O)O. Cell line: SF-295. Synergy scores: CSS=27.8, Synergy_ZIP=1.09, Synergy_Bliss=-1.21, Synergy_Loewe=-7.60, Synergy_HSA=-0.380. (4) Cell line: UACC62. Drug 2: CCC1(CC2CC(C3=C(CCN(C2)C1)C4=CC=CC=C4N3)(C5=C(C=C6C(=C5)C78CCN9C7C(C=CC9)(C(C(C8N6C=O)(C(=O)OC)O)OC(=O)C)CC)OC)C(=O)OC)O.OS(=O)(=O)O. Drug 1: CCCS(=O)(=O)NC1=C(C(=C(C=C1)F)C(=O)C2=CNC3=C2C=C(C=N3)C4=CC=C(C=C4)Cl)F. Synergy scores: CSS=46.3, Synergy_ZIP=2.05, Synergy_Bliss=2.12, Synergy_Loewe=4.57, Synergy_HSA=4.94. (5) Drug 1: COC1=NC(=NC2=C1N=CN2C3C(C(C(O3)CO)O)O)N. Drug 2: COCCOC1=C(C=C2C(=C1)C(=NC=N2)NC3=CC=CC(=C3)C#C)OCCOC.Cl. Cell line: K-562. Synergy scores: CSS=-6.50, Synergy_ZIP=8.53, Synergy_Bliss=9.54, Synergy_Loewe=-6.00, Synergy_HSA=-7.13. (6) Drug 1: C1=C(C(=O)NC(=O)N1)F. Drug 2: CC1=C(C=C(C=C1)NC(=O)C2=CC=C(C=C2)CN3CCN(CC3)C)NC4=NC=CC(=N4)C5=CN=CC=C5. Cell line: RXF 393. Synergy scores: CSS=34.3, Synergy_ZIP=-3.28, Synergy_Bliss=-1.36, Synergy_Loewe=-1.49, Synergy_HSA=-0.872. (7) Drug 1: C1CCN(CC1)CCOC2=CC=C(C=C2)C(=O)C3=C(SC4=C3C=CC(=C4)O)C5=CC=C(C=C5)O. Drug 2: CCCCCOC(=O)NC1=NC(=O)N(C=C1F)C2C(C(C(O2)C)O)O. Cell line: SK-MEL-5. Synergy scores: CSS=-8.77, Synergy_ZIP=7.49, Synergy_Bliss=5.38, Synergy_Loewe=-1.73, Synergy_HSA=-2.88.